Dataset: Peptide-MHC class II binding affinity with 134,281 pairs from IEDB. Task: Regression. Given a peptide amino acid sequence and an MHC pseudo amino acid sequence, predict their binding affinity value. This is MHC class II binding data. (1) The peptide sequence is FWAVRGGGGESFGIV. The MHC is HLA-DQA10401-DQB10402 with pseudo-sequence HLA-DQA10401-DQB10402. The binding affinity (normalized) is 0.0925. (2) The peptide sequence is ALKVAATAANAAPAN. The MHC is DRB1_1001 with pseudo-sequence DRB1_1001. The binding affinity (normalized) is 0.531.